From a dataset of Forward reaction prediction with 1.9M reactions from USPTO patents (1976-2016). Predict the product of the given reaction. Given the reactants [C:1]([O:5][C:6]([NH:8][C:9]1([CH2:17][CH2:18][CH2:19][C:20]2[CH:25]=[CH:24][C:23]([S:26][C:27]3[CH:32]=[CH:31][CH:30]=[C:29]([OH:33])[CH:28]=3)=[CH:22][C:21]=2[Cl:34])[CH2:14][O:13][C:12]([CH3:16])([CH3:15])[O:11][CH2:10]1)=[O:7])([CH3:4])([CH3:3])[CH3:2].C(=O)([O-])[O-].[K+].[K+].[Cl:41][C:42]1[CH:43]=[C:44]([CH:47]=[CH:48][CH:49]=1)[CH2:45]Br.O, predict the reaction product. The product is: [C:1]([O:5][C:6]([NH:8][C:9]1([CH2:17][CH2:18][CH2:19][C:20]2[CH:25]=[CH:24][C:23]([S:26][C:27]3[CH:32]=[CH:31][CH:30]=[C:29]([O:33][CH2:45][C:44]4[CH:47]=[CH:48][CH:49]=[C:42]([Cl:41])[CH:43]=4)[CH:28]=3)=[CH:22][C:21]=2[Cl:34])[CH2:14][O:13][C:12]([CH3:16])([CH3:15])[O:11][CH2:10]1)=[O:7])([CH3:2])([CH3:3])[CH3:4].